From a dataset of Reaction yield outcomes from USPTO patents with 853,638 reactions. Predict the reaction yield, written as a fraction of the theoretical maximum amount of product (1.0 means a 100% yield; for example, 0.34 means a 34% yield). (1) The reactants are I[C:2]1[C:10]2[C:5](=[N:6][CH:7]=[C:8]([N+:11]([O-:13])=[O:12])[CH:9]=2)[N:4]([CH2:14][C:15]2[CH:20]=[CH:19][C:18]([O:21][CH3:22])=[CH:17][CH:16]=2)[N:3]=1.N1C2C(=CC=C3C=2N=CC=C3)C=CC=1.[F-].[K+].[CH3:39][O:40][CH2:41][CH2:42][OH:43]. The catalyst is C1(C)C=CC=CC=1.CCOC(C)=O.[Cu]I. The product is [CH3:22][O:21][C:18]1[CH:19]=[CH:20][C:15]([CH2:14][N:4]2[C:5]3=[N:6][CH:7]=[C:8]([N+:11]([O-:13])=[O:12])[CH:9]=[C:10]3[C:2]([O:43][CH2:42][CH2:41][O:40][CH3:39])=[N:3]2)=[CH:16][CH:17]=1. The yield is 0.229. (2) The reactants are [CH3:1][C:2]([C:12]1[CH:17]=[CH:16][CH:15]=[CH:14][N:13]=1)([CH3:11])[C@H:3]([C:5]1[CH:10]=[CH:9][CH:8]=[CH:7][CH:6]=1)[NH2:4].C.CC(C1C=CC=CN=1)(C)C(C1C=CC=CC=1)=O.[C:36]([OH:43])(=[O:42])/[CH:37]=[CH:38]/[C:39]([OH:41])=[O:40]. The catalyst is CO.C(OCC)C. The product is [C:36]([OH:43])(=[O:42])/[CH:37]=[CH:38]/[C:39]([OH:41])=[O:40].[CH3:11][C:2]([C:12]1[CH:17]=[CH:16][CH:15]=[CH:14][N:13]=1)([CH3:1])[C@H:3]([C:5]1[CH:10]=[CH:9][CH:8]=[CH:7][CH:6]=1)[NH2:4]. The yield is 0.950. (3) The yield is 0.500. No catalyst specified. The reactants are C1(C)C=CC(S(O)(=O)=O)=CC=1.[CH3:12][O:13][C:14](=[O:24])[C:15]1[CH:20]=[CH:19][C:18]([O:21][CH3:22])=[C:17]([NH2:23])[CH:16]=1.[Cl:25][C:26]1[CH:33]=[CH:32][C:29]([C:30]#[N:31])=[CH:28][CH:27]=1.C([O-])(O)=O.[Na+].[O-][Cl:40].[Na+]. The product is [CH3:12][O:13][C:14](=[O:24])[C:15]1[CH:20]=[CH:19][C:18]([O:21][CH3:22])=[C:17]([NH:23][C:30](=[N:31][Cl:40])[C:29]2[CH:32]=[CH:33][C:26]([Cl:25])=[CH:27][CH:28]=2)[CH:16]=1.